This data is from NCI-60 drug combinations with 297,098 pairs across 59 cell lines. The task is: Regression. Given two drug SMILES strings and cell line genomic features, predict the synergy score measuring deviation from expected non-interaction effect. (1) Drug 1: CC12CCC3C(C1CCC2=O)CC(=C)C4=CC(=O)C=CC34C. Drug 2: C1=CN(C(=O)N=C1N)C2C(C(C(O2)CO)O)O.Cl. Cell line: HCT116. Synergy scores: CSS=59.2, Synergy_ZIP=-0.130, Synergy_Bliss=-0.753, Synergy_Loewe=-4.88, Synergy_HSA=0.833. (2) Drug 1: CC1CCC2CC(C(=CC=CC=CC(CC(C(=O)C(C(C(=CC(C(=O)CC(OC(=O)C3CCCCN3C(=O)C(=O)C1(O2)O)C(C)CC4CCC(C(C4)OC)O)C)C)O)OC)C)C)C)OC. Drug 2: CC(C)(C#N)C1=CC(=CC(=C1)CN2C=NC=N2)C(C)(C)C#N. Cell line: OVCAR-5. Synergy scores: CSS=1.11, Synergy_ZIP=-0.862, Synergy_Bliss=1.57, Synergy_Loewe=-1.85, Synergy_HSA=-0.226.